Dataset: Catalyst prediction with 721,799 reactions and 888 catalyst types from USPTO. Task: Predict which catalyst facilitates the given reaction. (1) Reactant: [CH2:1]([Li])CCC.[Cl:6][C:7]1[CH:12]=[CH:11][CH:10]=[C:9]([F:13])[C:8]=1[C:14]1[N:18]=[C:17]([C:19]2[CH:23]=[C:22]([C:24]3[CH:29]=[CH:28][C:27]([O:30][C:31]([F:34])([F:33])[F:32])=[CH:26][CH:25]=3)[S:21][C:20]=2Br)[N:16]([CH3:36])[N:15]=1.IC.[Cl-].[NH4+]. Product: [Cl:6][C:7]1[CH:12]=[CH:11][CH:10]=[C:9]([F:13])[C:8]=1[C:14]1[N:18]=[C:17]([C:19]2[CH:23]=[C:22]([C:24]3[CH:29]=[CH:28][C:27]([O:30][C:31]([F:34])([F:33])[F:32])=[CH:26][CH:25]=3)[S:21][C:20]=2[CH3:1])[N:16]([CH3:36])[N:15]=1. The catalyst class is: 20. (2) The catalyst class is: 2. Reactant: C(OC([NH:8][CH2:9][CH2:10][CH2:11][CH2:12][CH:13]([NH:48][C:49](=[O:70])[CH2:50][CH2:51][NH:52][C:53]([C:55]1[CH:60]=[CH:59][C:58]([C:61]2[CH:66]=[CH:65][C:64]([CH2:67][CH2:68][CH3:69])=[CH:63][CH:62]=2)=[CH:57][CH:56]=1)=[O:54])[C:14]([N:16]([CH3:47])[C@H:17]1[C:34]2[CH:35]=[C:30]([C:31]([O:36][CH3:37])=[CH:32][CH:33]=2)[C:29]2=[CH:38][C:25](=[CH:26][CH:27]=[C:28]2[O:39][CH3:40])[CH2:24][C@@H:23]([C:41]([OH:43])=[O:42])[NH:22][C:21](=[O:44])[C@H:20]([CH3:45])[NH:19][C:18]1=[O:46])=[O:15])=O)(C)(C)C.[C:71]([OH:77])([C:73]([F:76])([F:75])[F:74])=[O:72]. Product: [F:74][C:73]([F:76])([F:75])[C:71]([O-:77])=[O:72].[C:41]([C@@H:23]1[CH2:24][C:25]2[CH:38]=[C:29]([C:28]([O:39][CH3:40])=[CH:27][CH:26]=2)[C:30]2=[CH:35][C:34](=[CH:33][CH:32]=[C:31]2[O:36][CH3:37])[C@H:17]([N:16]([CH3:47])[C:14](=[O:15])[CH:13]([NH:48][C:49](=[O:70])[CH2:50][CH2:51][NH:52][C:53]([C:55]2[CH:56]=[CH:57][C:58]([C:61]3[CH:66]=[CH:65][C:64]([CH2:67][CH2:68][CH3:69])=[CH:63][CH:62]=3)=[CH:59][CH:60]=2)=[O:54])[CH2:12][CH2:11][CH2:10][CH2:9][NH3+:8])[C:18](=[O:46])[NH:19][C@@H:20]([CH3:45])[C:21](=[O:44])[NH:22]1)([OH:43])=[O:42]. (3) Reactant: C1([SiH2]C2C=CC=CC=2)C=CC=CC=1.[CH3:14][C:15]1([CH3:51])[C:23]2[C:18](=[CH:19][CH:20]=[C:21]([C:24]3[CH:29]=[CH:28][C:27]([C:30]([F:33])([F:32])[F:31])=[CH:26][CH:25]=3)[CH:22]=2)[N:17]([C:34](=O)[CH2:35][O:36][C:37]2[CH:42]=[CH:41][C:40]([CH2:43][C:44]([O:46][CH2:47][CH3:48])=[O:45])=[CH:39][C:38]=2[F:49])[CH2:16]1. Product: [CH3:51][C:15]1([CH3:14])[C:23]2[C:18](=[CH:19][CH:20]=[C:21]([C:24]3[CH:25]=[CH:26][C:27]([C:30]([F:31])([F:33])[F:32])=[CH:28][CH:29]=3)[CH:22]=2)[N:17]([CH2:34][CH2:35][O:36][C:37]2[CH:42]=[CH:41][C:40]([CH2:43][C:44]([O:46][CH2:47][CH3:48])=[O:45])=[CH:39][C:38]=2[F:49])[CH2:16]1. The catalyst class is: 1. (4) Reactant: Cl[C:2]1[N:3]=[C:4]([NH:21][CH:22]([CH3:24])[CH3:23])[C:5]2[CH:10]=[CH:9][N:8]([S:11]([C:14]3[CH:19]=[CH:18][C:17]([CH3:20])=[CH:16][CH:15]=3)(=[O:13])=[O:12])[C:6]=2[N:7]=1.[NH2:25][C:26]1[CH:34]=[CH:33][C:29]([C:30]([NH2:32])=[O:31])=[CH:28][CH:27]=1. Product: [CH3:23][CH:22]([NH:21][C:4]1[C:5]2[CH:10]=[CH:9][N:8]([S:11]([C:14]3[CH:19]=[CH:18][C:17]([CH3:20])=[CH:16][CH:15]=3)(=[O:13])=[O:12])[C:6]=2[N:7]=[C:2]([NH:25][C:26]2[CH:34]=[CH:33][C:29]([C:30]([NH2:32])=[O:31])=[CH:28][CH:27]=2)[N:3]=1)[CH3:24]. The catalyst class is: 6. (5) Reactant: [CH3:1][C:2]1[NH:6][N:5]=NN=1.[C:7]([O:11][C:12]([N:14]1[CH2:19][C@@H:18]([N:20]([C:25]([C:27]2[N:31]([CH2:32][CH2:33][CH2:34][CH2:35][O:36][CH3:37])[C:30]3[CH:38]=[CH:39][CH:40]=[CH:41][C:29]=3[N:28]=2)=[O:26])[CH2:21][CH:22]([CH3:24])[CH3:23])[CH2:17][C@@H:16]([C:42](O)=[O:43])[CH2:15]1)=[O:13])([CH3:10])([CH3:9])[CH3:8].C1CCC(N=C=NC2CCCCC2)CC1. Product: [CH3:37][O:36][CH2:35][CH2:34][CH2:33][CH2:32][N:31]1[C:30]2[CH:38]=[CH:39][CH:40]=[CH:41][C:29]=2[N:28]=[C:27]1[C:25]([N:20]([CH2:21][CH:22]([CH3:24])[CH3:23])[C@H:18]1[CH2:17][C@@H:16]([C:42]2[O:43][C:2]([CH3:1])=[N:6][N:5]=2)[CH2:15][N:14]([C:12]([O:11][C:7]([CH3:8])([CH3:9])[CH3:10])=[O:13])[CH2:19]1)=[O:26]. The catalyst class is: 133. (6) Reactant: [Cl:1][C:2]1[CH:3]=[N:4][CH:5]=[C:6]([CH2:27]Cl)[C:7]=1[CH2:8][O:9][C:10]1[CH:11]=[CH:12][CH:13]=[C:14]2[C:19]=1[N:18]=[C:17]([CH3:20])[CH:16]=[C:15]2[C:21]1[N:22]([CH3:26])[N:23]=[CH:24][CH:25]=1.[NH3:29]. Product: [Cl:1][C:2]1[C:7]([CH2:8][O:9][C:10]2[CH:11]=[CH:12][CH:13]=[C:14]3[C:19]=2[N:18]=[C:17]([CH3:20])[CH:16]=[C:15]3[C:21]2[N:22]([CH3:26])[N:23]=[CH:24][CH:25]=2)=[C:6]([CH2:27][NH2:29])[CH:5]=[N:4][CH:3]=1. The catalyst class is: 8. (7) Reactant: [Cl:1][C:2]1[CH:3]=[C:4]2[C:9](=[CH:10][CH:11]=1)[CH:8]=[C:7]([S:12]([NH:15][C@H:16]1[CH2:20][CH2:19][N:18]([C:21]3[CH:22]=[C:23]4[C:27](=[CH:28][CH:29]=3)[CH:26]([N:30](C)[C:31](=O)C(F)(F)F)[CH2:25][CH2:24]4)[C:17]1=[O:38])(=[O:14])=[O:13])[CH:6]=[CH:5]2.C(=O)([O-])[O-].[Na+].[Na+].CC#N. Product: [Cl:1][C:2]1[CH:3]=[C:4]2[C:9](=[CH:10][CH:11]=1)[CH:8]=[C:7]([S:12]([NH:15][C@H:16]1[CH2:20][CH2:19][N:18]([C:21]3[CH:22]=[C:23]4[C:27](=[CH:28][CH:29]=3)[CH:26]([NH:30][CH3:31])[CH2:25][CH2:24]4)[C:17]1=[O:38])(=[O:13])=[O:14])[CH:6]=[CH:5]2. The catalyst class is: 24.